The task is: Predict the reaction yield, written as a fraction of the theoretical maximum amount of product (1.0 means a 100% yield; for example, 0.34 means a 34% yield).. This data is from Reaction yield outcomes from USPTO patents with 853,638 reactions. (1) The reactants are Cl.[Br:2][C:3]1[CH:4]=[C:5]([CH2:15][NH2:16])[CH:6]=[N:7][C:8]=1[O:9][CH2:10][C:11]([F:14])([F:13])[F:12].[C:17]([NH:20][C:21]1[CH:22]=[C:23]([CH:27]=[CH:28][N:29]=1)[C:24](O)=[O:25])(=[O:19])[CH3:18]. No catalyst specified. The product is [C:17]([NH:20][C:21]1[CH:22]=[C:23]([CH:27]=[CH:28][N:29]=1)[C:24]([NH:16][CH2:15][C:5]1[CH:6]=[N:7][C:8]([O:9][CH2:10][C:11]([F:12])([F:13])[F:14])=[C:3]([Br:2])[CH:4]=1)=[O:25])(=[O:19])[CH3:18]. The yield is 0.610. (2) The yield is 0.290. The reactants are [CH3:1][N:2]1[C:6]2=[CH:7][N:8]=[CH:9][C:10]([C:11]3[CH:16]=[CH:15][C:14]([NH2:17])=[CH:13][CH:12]=3)=[C:5]2[CH:4]=[N:3]1.[N:18]([C:21]1[CH:26]=[CH:25][CH:24]=[C:23]([C:27]([F:30])([F:29])[F:28])[CH:22]=1)=[C:19]=[O:20]. The catalyst is C(Cl)Cl. The product is [CH3:1][N:2]1[C:6]2=[CH:7][N:8]=[CH:9][C:10]([C:11]3[CH:16]=[CH:15][C:14]([NH:17][C:19]([NH:18][C:21]4[CH:26]=[CH:25][CH:24]=[C:23]([C:27]([F:28])([F:29])[F:30])[CH:22]=4)=[O:20])=[CH:13][CH:12]=3)=[C:5]2[CH:4]=[N:3]1. (3) The reactants are [N:1]1[CH:6]=[CH:5][CH:4]=[CH:3][C:2]=1[C:7]1[N:11]=[C:10]([C:12]2[CH:17]=[C:16]([C:18]#[N:19])[CH:15]=[C:14](Br)[CH:13]=2)[O:9][N:8]=1.[CH:21]([Sn](CCCC)(CCCC)CCCC)=[CH2:22]. The catalyst is O1CCCC1.ClCCl.O.C1C=CC([P]([Pd]([P](C2C=CC=CC=2)(C2C=CC=CC=2)C2C=CC=CC=2)([P](C2C=CC=CC=2)(C2C=CC=CC=2)C2C=CC=CC=2)[P](C2C=CC=CC=2)(C2C=CC=CC=2)C2C=CC=CC=2)(C2C=CC=CC=2)C2C=CC=CC=2)=CC=1. The product is [N:1]1[CH:6]=[CH:5][CH:4]=[CH:3][C:2]=1[C:7]1[N:11]=[C:10]([C:12]2[CH:13]=[C:14]([CH:21]=[CH2:22])[CH:15]=[C:16]([C:18]#[N:19])[CH:17]=2)[O:9][N:8]=1. The yield is 0.780. (4) The reactants are [CH3:1][O:2][CH2:3][CH2:4][N:5]1[C:9]([CH3:10])=[C:8]([CH3:11])[S:7][C:6]1=[NH:12].CCN(CC)CC.[Cl:20][C:21]1[CH:22]=[CH:23][C:24]([C:30]([F:33])([F:32])[F:31])=[C:25]([CH:29]=1)[C:26](Cl)=[O:27]. The catalyst is C1COCC1. The product is [Cl:20][C:21]1[CH:22]=[CH:23][C:24]([C:30]([F:31])([F:32])[F:33])=[C:25]([CH:29]=1)[C:26](/[N:12]=[C:6]1\[S:7][C:8]([CH3:11])=[C:9]([CH3:10])[N:5]\1[CH2:4][CH2:3][O:2][CH3:1])=[O:27]. The yield is 0.530.